From a dataset of Reaction yield outcomes from USPTO patents with 853,638 reactions. Predict the reaction yield, written as a fraction of the theoretical maximum amount of product (1.0 means a 100% yield; for example, 0.34 means a 34% yield). (1) The reactants are [Br:1][C:2]1[CH:3]=[N:4][N:5]2[C:10]([NH:11][C:12]3[CH:17]=[CH:16][C:15]([F:18])=[CH:14][C:13]=3[CH3:19])=[C:9]([C:20](O)=[O:21])[CH:8]=[N:7][C:6]=12.Cl.[F:24][C:25]1([C:31]2[CH:36]=[CH:35][C:34]([F:37])=[CH:33][CH:32]=2)[CH2:30][CH2:29][NH:28][CH2:27][CH2:26]1. No catalyst specified. The product is [Br:1][C:2]1[CH:3]=[N:4][N:5]2[C:10]([NH:11][C:12]3[CH:17]=[CH:16][C:15]([F:18])=[CH:14][C:13]=3[CH3:19])=[C:9]([C:20]([N:28]3[CH2:27][CH2:26][C:25]([F:24])([C:31]4[CH:36]=[CH:35][C:34]([F:37])=[CH:33][CH:32]=4)[CH2:30][CH2:29]3)=[O:21])[CH:8]=[N:7][C:6]=12. The yield is 0.480. (2) The reactants are N1C=CC=CC=1.[F:7][C:8]([F:20])([F:19])[O:9][C:10]1[CH:18]=[CH:17][C:13]([CH:14]=[N:15][OH:16])=[CH:12][CH:11]=1.[NH2:21][C:22]1[CH:29]=[CH:28][C:25]([CH:26]=[CH2:27])=[CH:24][CH:23]=1.C(N(CC)CC)C. The catalyst is C(Cl)(Cl)Cl. The product is [F:7][C:8]([F:19])([F:20])[O:9][C:10]1[CH:18]=[CH:17][C:13]([C:14]2[CH2:27][CH:26]([C:25]3[CH:28]=[CH:29][C:22]([NH2:21])=[CH:23][CH:24]=3)[O:16][N:15]=2)=[CH:12][CH:11]=1. The yield is 0.610. (3) The reactants are [C:1]1([CH2:7][C:8]2[CH:13]=[CH:12][CH:11]=[CH:10][CH:9]=2)[CH:6]=[CH:5][CH:4]=[CH:3][CH:2]=1.[OH:14]N1C(=O)C2=CC=CC=C2C1=O.O=O. The catalyst is C(O)(=O)C. The product is [C:7]([C:8]1[CH:9]=[CH:10][CH:11]=[CH:12][CH:13]=1)(=[O:14])[C:1]1[CH:6]=[CH:5][CH:4]=[CH:3][CH:2]=1. The yield is 0.800. (4) The reactants are [C:1]([C:5]1[CH:10]=[CH:9][C:8]([N+:11]([O-])=O)=[CH:7][C:6]=1[O:14][CH3:15])([CH3:4])([CH3:3])[CH3:2].C([O-])=O.[K+]. The catalyst is CCO.O.[Pd]. The product is [C:1]([C:5]1[CH:10]=[CH:9][C:8]([NH2:11])=[CH:7][C:6]=1[O:14][CH3:15])([CH3:4])([CH3:2])[CH3:3]. The yield is 0.720. (5) The reactants are [C:1]([N:8]1[CH2:13][CH2:12][NH:11][CH2:10][CH2:9]1)([O:3][C:4]([CH3:7])([CH3:6])[CH3:5])=[O:2].[N:14]1[CH:19]=[CH:18][CH:17]=[C:16]([CH2:20][C:21](O)=[O:22])[CH:15]=1.C1C=CC2N(O)N=NC=2C=1.CCN=C=NCCCN(C)C. The catalyst is CN(C=O)C.O.C(OCC)(=O)C. The product is [C:1]([N:8]1[CH2:9][CH2:10][N:11]([C:21](=[O:22])[CH2:20][C:16]2[CH:15]=[N:14][CH:19]=[CH:18][CH:17]=2)[CH2:12][CH2:13]1)([O:3][C:4]([CH3:7])([CH3:6])[CH3:5])=[O:2]. The yield is 0.690. (6) The reactants are [CH3:1][C:2]1[CH:3]=[C:4]([NH:9][C:10]2[C:15]([CH2:16][CH3:17])=[C:14]([O:18]C)[N:13]=[C:12]([O:20]C)[N:11]=2)[CH:5]=[C:6]([CH3:8])[CH:7]=1.[C:22](Br)(=[O:24])[CH3:23]. No catalyst specified. The product is [CH3:8][C:6]1[CH:5]=[C:4]([N:9]([C:10]2[NH:11][C:12](=[O:20])[NH:13][C:14](=[O:18])[C:15]=2[CH2:16][CH3:17])[C:22](=[O:24])[CH3:23])[CH:3]=[C:2]([CH3:1])[CH:7]=1. The yield is 0.860. (7) The reactants are [Cl:1][C:2]1[CH:7]=[C:6]([C:8]2[O:9][CH:10]=[CH:11][CH:12]=2)[N:5]=[C:4]2[CH2:13][CH2:14][CH2:15][C:3]=12.[NH2:16][C:17]1[CH:22]=[CH:21][C:20]([CH2:23][CH2:24][OH:25])=[CH:19][CH:18]=1. No catalyst specified. The product is [ClH:1].[O:9]1[CH:10]=[CH:11][CH:12]=[C:8]1[C:6]1[N:5]=[C:4]2[CH2:13][CH2:14][CH2:15][C:3]2=[C:2]([NH:16][C:17]2[CH:22]=[CH:21][C:20]([CH2:23][CH2:24][OH:25])=[CH:19][CH:18]=2)[CH:7]=1. The yield is 0.370.